Task: Predict the product of the given reaction.. Dataset: Forward reaction prediction with 1.9M reactions from USPTO patents (1976-2016) (1) Given the reactants [Li+].C[Si]([N-][Si](C)(C)C)(C)C.[F:11][C:12]([F:27])([F:26])[C:13]1[CH:18]=[CH:17][C:16]([C:19]2[O:23][CH:22]=[N:21][C:20]=2[C:24]#[N:25])=[CH:15][CH:14]=1.[Cl:28]C(Cl)(Cl)C(Cl)(Cl)Cl, predict the reaction product. The product is: [Cl:28][C:22]1[O:23][C:19]([C:16]2[CH:15]=[CH:14][C:13]([C:12]([F:11])([F:26])[F:27])=[CH:18][CH:17]=2)=[C:20]([C:24]#[N:25])[N:21]=1. (2) Given the reactants [CH3:1][O:2][C:3]1[CH:8]=[CH:7][C:6]([CH:9]([C:29]2[CH:34]=[CH:33][C:32]([O:35][CH3:36])=[CH:31][CH:30]=2)[NH:10][C:11]([C:13]2[C:18]([NH:19][C:20]3[CH:25]=[C:24]([CH3:26])[CH:23]=[C:22]([CH3:27])[N:21]=3)=[CH:17][C:16](Br)=[CH:15][N:14]=2)=[O:12])=[CH:5][CH:4]=1.[NH2:37][CH2:38][CH2:39][CH2:40][NH:41][C:42](=[O:48])[O:43][C:44]([CH3:47])([CH3:46])[CH3:45].CC1(C)C2C(=C(P(C3C=CC=CC=3)C3C=CC=CC=3)C=CC=2)OC2C(P(C3C=CC=CC=3)C3C=CC=CC=3)=CC=CC1=2.C(=O)([O-])[O-].[Cs+].[Cs+], predict the reaction product. The product is: [CH3:1][O:2][C:3]1[CH:8]=[CH:7][C:6]([CH:9]([NH:10][C:11]([C:13]2[N:14]=[CH:15][C:16]([NH:37][CH2:38][CH2:39][CH2:40][NH:41][C:42](=[O:48])[O:43][C:44]([CH3:46])([CH3:45])[CH3:47])=[CH:17][C:18]=2[NH:19][C:20]2[CH:25]=[C:24]([CH3:26])[CH:23]=[C:22]([CH3:27])[N:21]=2)=[O:12])[C:29]2[CH:34]=[CH:33][C:32]([O:35][CH3:36])=[CH:31][CH:30]=2)=[CH:5][CH:4]=1. (3) Given the reactants [NH2:1][C:2]1[C:11]2[C:6]3=[C:7]([C:12](=[O:16])[NH:13][C:14](=[O:15])[C:5]3=[CH:4][CH:3]=1)[CH:8]=[CH:9][CH:10]=2.[N:17]1[CH:22]=[CH:21][C:20]([CH:23]=O)=[CH:19][CH:18]=1.S(=O)(=O)(O)O.[OH-].[Na+], predict the reaction product. The product is: [N:17]1[CH:22]=[CH:21][C:20](/[CH:23]=[N:1]/[C:2]2[CH:3]=[CH:4][C:5]3[C:14](=[O:15])[NH:13][C:12](=[O:16])[C:7]4[C:6]=3[C:11]=2[CH:10]=[CH:9][CH:8]=4)=[CH:19][CH:18]=1. (4) Given the reactants [CH3:1][O:2][C:3](=[O:28])[CH2:4][O:5][C:6]1[CH:15]=[CH:14][C:13]([F:16])=[C:12]2[C:7]=1[C:8]([CH3:27])=[C:9]([CH2:18][C:19]1[CH:24]=[CH:23][C:22]([C:25]#[N:26])=[CH:21][CH:20]=1)[C:10]([OH:17])=[N:11]2.Cl[CH:30]([F:32])[F:31], predict the reaction product. The product is: [CH3:1][O:2][C:3](=[O:28])[CH2:4][O:5][C:6]1[CH:15]=[CH:14][C:13]([F:16])=[C:12]2[C:7]=1[C:8]([CH3:27])=[C:9]([CH2:18][C:19]1[CH:20]=[CH:21][C:22]([C:25]#[N:26])=[CH:23][CH:24]=1)[C:10]([O:17][CH:30]([F:32])[F:31])=[N:11]2. (5) Given the reactants C(O)(C(F)(F)F)=O.[S:8]1[C:12]2[CH:13]=[CH:14][CH:15]=[CH:16][C:11]=2[N:10]=[C:9]1[NH:17][C:18]([C:20]1[CH:21]=[CH:22][CH:23]=[C:24]2[C:29]=1[CH2:28][N:27]([C:30]1[S:31][C:32]([CH2:38][CH2:39][CH2:40][O:41][C:42]3[CH:47]=[CH:46][C:45](C4C(C#N)=CSC=4)=[CH:44][CH:43]=3)=[C:33]([C:35]([OH:37])=[O:36])[N:34]=1)[CH2:26][CH2:25]2)=[O:19].[N:55]1([CH2:60][CH2:61][O:62]C2C=CC(O)=CC=2)[CH2:59][CH2:58][CH2:57][CH2:56]1, predict the reaction product. The product is: [S:8]1[C:12]2[CH:13]=[CH:14][CH:15]=[CH:16][C:11]=2[N:10]=[C:9]1[NH:17][C:18]([C:20]1[CH:21]=[CH:22][CH:23]=[C:24]2[C:29]=1[CH2:28][N:27]([C:30]1[S:31][C:32]([CH2:38][CH2:39][CH2:40][O:41][C:42]3[CH:47]=[CH:46][C:45]([O:62][CH2:61][CH2:60][N:55]4[CH2:59][CH2:58][CH2:57][CH2:56]4)=[CH:44][CH:43]=3)=[C:33]([C:35]([OH:37])=[O:36])[N:34]=1)[CH2:26][CH2:25]2)=[O:19]. (6) Given the reactants [C:1]([C:4]1[CH:9]=[CH:8][CH:7]=[CH:6][CH:5]=1)(=O)[CH3:2].[C-:10]#[N:11].[Na+].[CH3:13][NH2:14].Cl, predict the reaction product. The product is: [CH3:10][NH:11][C:1]([C:4]1[CH:9]=[CH:8][CH:7]=[CH:6][CH:5]=1)([CH3:2])[C:13]#[N:14]. (7) Given the reactants [CH:1]1([NH2:4])[CH2:3][CH2:2]1.[F:5][C:6]1[CH:7]=[C:8]([C:12]2[C:16]([C:17]3[N:18]=[CH:19][N:20]([C:22]4[CH:23]=[C:24]([CH:28]=[CH:29][CH:30]=4)[C:25](O)=[O:26])[CH:21]=3)=[C:15]([CH3:31])[O:14][N:13]=2)[CH:9]=[CH:10][CH:11]=1, predict the reaction product. The product is: [CH:1]1([NH:4][C:25](=[O:26])[C:24]2[CH:28]=[CH:29][CH:30]=[C:22]([N:20]3[CH:21]=[C:17]([C:16]4[C:12]([C:8]5[CH:9]=[CH:10][CH:11]=[C:6]([F:5])[CH:7]=5)=[N:13][O:14][C:15]=4[CH3:31])[N:18]=[CH:19]3)[CH:23]=2)[CH2:3][CH2:2]1.